This data is from Forward reaction prediction with 1.9M reactions from USPTO patents (1976-2016). The task is: Predict the product of the given reaction. (1) The product is: [ClH:1].[NH:8]1[CH2:9][CH2:10][CH:11]([CH2:14][CH2:15][CH:16]2[CH2:17][CH2:18][N:19]([C:22]([O:24][C:25]([CH3:28])([CH3:27])[CH3:26])=[O:23])[CH2:20][CH2:21]2)[CH2:12][CH2:13]1. Given the reactants [ClH:1].CCOC(C)=O.[N:8]1[CH:13]=[CH:12][C:11](/[CH:14]=[CH:15]/[CH:16]2[CH2:21][CH2:20][N:19]([C:22]([O:24][C:25]([CH3:28])([CH3:27])[CH3:26])=[O:23])[CH2:18][CH2:17]2)=[CH:10][CH:9]=1.[H][H], predict the reaction product. (2) Given the reactants [CH3:1][C:2]1([C:12]2[CH:17]=[CH:16][C:15]([O:18][CH2:19][C:20]3[C:29]4[C:24](=[CH:25][CH:26]=[CH:27][CH:28]=4)[N:23]=[C:22]([CH3:30])[CH:21]=3)=[CH:14][CH:13]=2)[CH2:6][CH2:5][N:4]([CH2:7][C:8](=O)[CH3:9])[C:3]1=[O:11].[C:31](=[O:34])([O-])[O-].[NH4+:35].[NH4+:36].[C-]#N.[K+].C[CH2:41][OH:42], predict the reaction product. The product is: [CH3:9][C:8]1([CH2:7][N:4]2[CH2:5][CH2:6][C:2]([CH3:1])([C:12]3[CH:17]=[CH:16][C:15]([O:18][CH2:19][C:20]4[C:29]5[C:24](=[CH:25][CH:26]=[CH:27][CH:28]=5)[N:23]=[C:22]([CH3:30])[CH:21]=4)=[CH:14][CH:13]=3)[C:3]2=[O:11])[NH:36][C:41](=[O:42])[NH:35][C:31]1=[O:34]. (3) Given the reactants O[CH2:2][C:3]1[S:7][CH:6]=[C:5]([C:8]([O:10][CH3:11])=[O:9])[CH:4]=1.S(Cl)([Cl:14])=O, predict the reaction product. The product is: [Cl:14][CH2:2][C:3]1[S:7][CH:6]=[C:5]([C:8]([O:10][CH3:11])=[O:9])[CH:4]=1. (4) Given the reactants [CH:1]([C:3]1[N:4]=[CH:5][C:6]([NH:9][C:10](=[O:27])[CH:11]([NH:15][C:16](=[O:26])[CH2:17][C:18]2[CH:23]=[C:22]([F:24])[CH:21]=[C:20]([F:25])[CH:19]=2)[CH2:12][CH2:13][CH3:14])=[N:7][CH:8]=1)=O.[CH3:28][CH:29]([CH3:33])[CH2:30][CH2:31][NH2:32].S([O-])([O-])(=O)=O.[Na+].[Na+].C(O[BH-](OC(=O)C)OC(=O)C)(=O)C.[Na+], predict the reaction product. The product is: [CH3:28][CH:29]([CH3:33])[CH2:30][CH2:31][NH:32][CH2:1][C:3]1[N:4]=[CH:5][C:6]([NH:9][C:10](=[O:27])[CH:11]([NH:15][C:16](=[O:26])[CH2:17][C:18]2[CH:23]=[C:22]([F:24])[CH:21]=[C:20]([F:25])[CH:19]=2)[CH2:12][CH2:13][CH3:14])=[N:7][CH:8]=1. (5) Given the reactants [CH3:1][C:2]([CH3:18])([CH2:10][O:11][CH:12]1[CH2:17][CH2:16][CH2:15][CH2:14][O:13]1)[CH2:3][N:4]1[CH:8]=[C:7](I)[CH:6]=[N:5]1.C([Mg]Cl)(C)C.[Li+].[Cl-].CO[B:28]1[O:32][C:31]([CH3:34])([CH3:33])[C:30]([CH3:36])([CH3:35])[O:29]1, predict the reaction product. The product is: [CH3:1][C:2]([CH3:18])([CH2:10][O:11][CH:12]1[CH2:17][CH2:16][CH2:15][CH2:14][O:13]1)[CH2:3][N:4]1[CH:8]=[C:7]([B:28]2[O:32][C:31]([CH3:34])([CH3:33])[C:30]([CH3:36])([CH3:35])[O:29]2)[CH:6]=[N:5]1.